This data is from Catalyst prediction with 721,799 reactions and 888 catalyst types from USPTO. The task is: Predict which catalyst facilitates the given reaction. (1) Reactant: Cl[C:2]1[C:7]([C:8]#[N:9])=[C:6]([C:10]2[CH:15]=[CH:14][C:13]([C:16]([F:19])([F:18])[F:17])=[CH:12][CH:11]=2)[N:5]=[C:4]([NH:20][CH:21]2[CH2:23][CH2:22]2)[N:3]=1.[SH:24][CH2:25][C:26]([NH2:28])=[O:27].C(=O)([O-])[O-].[Na+].[Na+]. Product: [C:8]([C:7]1[C:2]([S:24][CH2:25][C:26]([NH2:28])=[O:27])=[N:3][C:4]([NH:20][CH:21]2[CH2:23][CH2:22]2)=[N:5][C:6]=1[C:10]1[CH:15]=[CH:14][C:13]([C:16]([F:19])([F:18])[F:17])=[CH:12][CH:11]=1)#[N:9]. The catalyst class is: 14. (2) Reactant: [CH2:1]([PH:3](=[O:7])[O:4][CH2:5][CH3:6])[CH3:2].[CH2:8]=[O:9]. Product: [CH2:1]([P:3]([CH2:8][OH:9])(=[O:7])[O:4][CH2:5][CH3:6])[CH3:2]. The catalyst class is: 3. (3) Reactant: Cl.O1CCOCC1.[CH2:8]([O:10][C:11]1[CH:12]=[C:13]([CH:16]=[CH:17][C:18]=1[O:19][CH2:20][CH3:21])[C:14]#[N:15])[CH3:9].CO.C([O-])([O-])=O.[Na+].[Na+].[N:30]1[CH:35]=[CH:34][C:33]([C:36]([NH:38][NH2:39])=O)=[CH:32][CH:31]=1. Product: [CH2:8]([O:10][C:11]1[CH:12]=[C:13]([C:14]2[NH:15][C:36]([C:33]3[CH:34]=[CH:35][N:30]=[CH:31][CH:32]=3)=[N:38][N:39]=2)[CH:16]=[CH:17][C:18]=1[O:19][CH2:20][CH3:21])[CH3:9]. The catalyst class is: 28.